This data is from Forward reaction prediction with 1.9M reactions from USPTO patents (1976-2016). The task is: Predict the product of the given reaction. Given the reactants [Cl:1][C:2]1[CH:7]=[CH:6][CH:5]=[C:4]([Cl:8])[C:3]=1[OH:9].[H-].[Na+].[Cl:12][C:13]1[CH:18]=[C:17]([N+]([O-])=O)[CH:16]=[CH:15][N:14]=1, predict the reaction product. The product is: [Cl:12][C:13]1[CH:18]=[C:17]([O:9][C:3]2[C:2]([Cl:1])=[CH:7][CH:6]=[CH:5][C:4]=2[Cl:8])[CH:16]=[CH:15][N:14]=1.